Dataset: Full USPTO retrosynthesis dataset with 1.9M reactions from patents (1976-2016). Task: Predict the reactants needed to synthesize the given product. (1) Given the product [CH:9]1([N:4]2[C:3](=[O:15])[C:2]([OH:16])=[C:6]([CH3:7])[N:5]2[CH3:8])[CH2:14][CH2:13][CH2:12][CH2:11][CH2:10]1, predict the reactants needed to synthesize it. The reactants are: Br[C:2]1[C:3](=[O:15])[N:4]([CH:9]2[CH2:14][CH2:13][CH2:12][CH2:11][CH2:10]2)[N:5]([CH3:8])[C:6]=1[CH3:7].[OH-:16].C([N+](C)(C)C)C1C=CC=CC=1.[OH-].[K+]. (2) Given the product [S:16]([O:12][CH2:11][CH2:10][C:9]1[CH:13]=[CH:14][C:6]([N:1]2[CH2:5][CH2:4][CH2:3][CH2:2]2)=[CH:7][CH:8]=1)(=[O:18])(=[O:17])[CH3:15], predict the reactants needed to synthesize it. The reactants are: [N:1]1([C:6]2[CH:14]=[CH:13][C:9]([CH2:10][CH2:11][OH:12])=[CH:8][CH:7]=2)[CH2:5][CH2:4][CH2:3][CH2:2]1.[CH3:15][S:16](Cl)(=[O:18])=[O:17].C(=O)([O-])O.[Na+]. (3) Given the product [CH3:37][CH:21]([N:19]1[CH:20]=[C:16]([C:15]2[C:10]3[CH:9]=[CH:8][N:7]([CH2:6][O:5][CH2:4][CH2:3][Si:2]([CH3:1])([CH3:39])[CH3:38])[C:11]=3[N:12]=[CH:13][N:14]=2)[CH:17]=[N:18]1)[C:22](=[O:23])[N:24]1[CH2:29][CH2:28][NH:27][CH2:26][CH2:25]1, predict the reactants needed to synthesize it. The reactants are: [CH3:1][Si:2]([CH3:39])([CH3:38])[CH2:3][CH2:4][O:5][CH2:6][N:7]1[C:11]2[N:12]=[CH:13][N:14]=[C:15]([C:16]3[CH:17]=[N:18][N:19]([CH:21]([CH3:37])[C:22]([N:24]4[CH2:29][CH2:28][N:27](C(OC(C)(C)C)=O)[CH2:26][CH2:25]4)=[O:23])[CH:20]=3)[C:10]=2[CH:9]=[CH:8]1.Cl.O1CCOCC1. (4) Given the product [C:29]([C:42]1[N:41]=[C:40]([C:44]2[CH:45]=[CH:46][C:47](=[O:53])[N:48]([CH:50]([CH3:52])[CH3:51])[N:49]=2)[C:39]([C:54]2[CH:59]=[CH:58][CH:57]=[CH:56][CH:55]=2)=[N:38][C:37]=1[NH2:36])(=[O:31])[CH3:24], predict the reactants needed to synthesize it. The reactants are: C1(P([C:24]2[CH:29]=CC=CC=2)CCCP(C2C=CC=CC=2)C2C=CC=CC=2)C=CC=CC=1.C(=O)([O-])[O-:31].[K+].[K+].[NH2:36][C:37]1[N:38]=[C:39]([C:54]2[CH:59]=[CH:58][CH:57]=[CH:56][CH:55]=2)[C:40]([C:44]2[CH:45]=[CH:46][C:47](=[O:53])[N:48]([CH:50]([CH3:52])[CH3:51])[N:49]=2)=[N:41][C:42]=1Br.O.